This data is from Forward reaction prediction with 1.9M reactions from USPTO patents (1976-2016). The task is: Predict the product of the given reaction. (1) Given the reactants [NH2:1][C:2]1[CH:3]=[C:4]([C:8]([F:11])=[CH:9][CH:10]=1)[C:5]([NH2:7])=[O:6].[CH3:12][O:13][C:14]1[CH:15]=[C:16](B(O)O)[CH:17]=[CH:18][C:19]=1[O:20][CH3:21].O.[C:26]([OH:30])(=[O:29])[CH:27]=O, predict the reaction product. The product is: [C:5]([C:4]1[CH:3]=[C:2]([NH:1][CH:27]([C:16]2[CH:17]=[CH:18][C:19]([O:20][CH3:21])=[C:14]([O:13][CH3:12])[CH:15]=2)[C:26]([OH:30])=[O:29])[CH:10]=[CH:9][C:8]=1[F:11])(=[O:6])[NH2:7]. (2) Given the reactants [Cl:1][C:2]1[CH:3]=[N+:4]([O-:43])[CH:5]=[C:6]([Cl:42])[C:7]=1[CH2:8][C@@H:9]([C:27]1[CH:32]=[CH:31][C:30]([O:33][CH:34]([F:36])[F:35])=[C:29]([O:37][CH2:38][CH:39]2[CH2:41][CH2:40]2)[CH:28]=1)[O:10][C:11](=[O:26])[C:12]1[CH:17]=[CH:16][C:15]([O:18][CH3:19])=[C:14]([O:20][S:21]([CH:24]=[CH2:25])(=[O:23])=[O:22])[CH:13]=1.[NH:44]([CH2:48][CH2:49][OH:50])[CH2:45][CH2:46][OH:47], predict the reaction product. The product is: [OH:47][CH2:46][CH2:45][N:44]([CH2:48][CH2:49][OH:50])[CH2:25][CH2:24][S:21]([O:20][C:14]1[CH:13]=[C:12]([CH:17]=[CH:16][C:15]=1[O:18][CH3:19])[C:11]([O:10][C@H:9]([C:27]1[CH:32]=[CH:31][C:30]([O:33][CH:34]([F:35])[F:36])=[C:29]([O:37][CH2:38][CH:39]2[CH2:41][CH2:40]2)[CH:28]=1)[CH2:8][C:7]1[C:6]([Cl:42])=[CH:5][N+:4]([O-:43])=[CH:3][C:2]=1[Cl:1])=[O:26])(=[O:23])=[O:22].